This data is from Catalyst prediction with 721,799 reactions and 888 catalyst types from USPTO. The task is: Predict which catalyst facilitates the given reaction. (1) Reactant: [CH:1]([N:4]1[C:8]([C:9]2[S:10][C:11]3[CH2:12][CH2:13][O:14][C:15]4[CH:22]=[C:21]([CH:23]5[CH2:26][N:25]([CH2:27][C:28](N)=[O:29])[CH2:24]5)[CH:20]=[CH:19][C:16]=4[C:17]=3[N:18]=2)=[N:7][CH:6]=[N:5]1)([CH3:3])[CH3:2].BrCCO[CH:35]1[CH2:40][CH2:39][CH2:38][CH2:37][O:36]1. Product: [CH:1]([N:4]1[C:8]([C:9]2[S:10][C:11]3[CH2:12][CH2:13][O:14][C:15]4[CH:22]=[C:21]([CH:23]5[CH2:24][N:25]([CH2:27][CH2:28][O:29][CH:35]6[CH2:40][CH2:39][CH2:38][CH2:37][O:36]6)[CH2:26]5)[CH:20]=[CH:19][C:16]=4[C:17]=3[N:18]=2)=[N:7][CH:6]=[N:5]1)([CH3:2])[CH3:3]. The catalyst class is: 3. (2) Product: [CH2:14]([C:13]([C:10]1[CH:11]=[CH:12][C:7]([OH:6])=[C:8]([CH3:35])[CH:9]=1)([C:18]1[CH:23]=[CH:22][C:21]([C:24]#[C:25][CH:26]([OH:27])[C:28]2([CH3:33])[CH2:32][CH2:31][CH2:30][CH2:29]2)=[C:20]([CH3:34])[CH:19]=1)[CH2:16][CH3:17])[CH3:15]. Reactant: C([Si](C)(C)[O:6][C:7]1[CH:12]=[CH:11][C:10]([C:13]([C:18]2[CH:23]=[CH:22][C:21]([C:24]#[C:25][C:26]([C:28]3([CH3:33])[CH2:32][CH2:31][CH2:30][CH2:29]3)=[O:27])=[C:20]([CH3:34])[CH:19]=2)([CH2:16][CH3:17])[CH2:14][CH3:15])=[CH:9][C:8]=1[CH3:35])(C)(C)C.[BH4-].[Na+].C(OCC)(=O)C.[F-].C([N+](CCCC)(CCCC)CCCC)CCC. The catalyst class is: 92. (3) Reactant: [O:1]1[C:5]2[CH:6]=[CH:7][CH:8]=[CH:9][C:4]=2[C:3]([CH2:10][CH2:11]O)=[CH:2]1.C(Br)(Br)(Br)[Br:14].C1(P(C2C=CC=CC=2)C2C=CC=CC=2)C=CC=CC=1. Product: [Br:14][CH2:11][CH2:10][C:3]1[C:4]2[CH:9]=[CH:8][CH:7]=[CH:6][C:5]=2[O:1][CH:2]=1. The catalyst class is: 2. (4) Reactant: [Si]([O:8][CH2:9][C@H:10]1[O:14][C@@H:13]([N:15]2[CH:43]=[CH:42][C:19]([NH:20][C:21]([C:36]3[CH:41]=[CH:40][CH:39]=[CH:38][CH:37]=3)([C:30]3[CH:35]=[CH:34][CH:33]=[CH:32][CH:31]=3)[C:22]3[CH:27]=[CH:26][C:25]([O:28][CH3:29])=[CH:24][CH:23]=3)=[N:18][C:16]2=[O:17])[C:12]([F:45])([F:44])[C@@H:11]1[O:46][C:47]([C:62]1[CH:67]=[CH:66][CH:65]=[CH:64][CH:63]=1)([C:56]1[CH:61]=[CH:60][CH:59]=[CH:58][CH:57]=1)[C:48]1[CH:53]=[CH:52][C:51]([O:54][CH3:55])=[CH:50][CH:49]=1)(C(C)(C)C)(C)C.CCCC[N+](CCCC)(CCCC)CCCC.[F-].N#N. Product: [F:45][C:12]1([F:44])[C@H:11]([O:46][C:47]([C:62]2[CH:63]=[CH:64][CH:65]=[CH:66][CH:67]=2)([C:56]2[CH:57]=[CH:58][CH:59]=[CH:60][CH:61]=2)[C:48]2[CH:49]=[CH:50][C:51]([O:54][CH3:55])=[CH:52][CH:53]=2)[C@@H:10]([CH2:9][OH:8])[O:14][C@H:13]1[N:15]1[CH:43]=[CH:42][C:19]([NH:20][C:21]([C:30]2[CH:31]=[CH:32][CH:33]=[CH:34][CH:35]=2)([C:36]2[CH:37]=[CH:38][CH:39]=[CH:40][CH:41]=2)[C:22]2[CH:27]=[CH:26][C:25]([O:28][CH3:29])=[CH:24][CH:23]=2)=[N:18][C:16]1=[O:17]. The catalyst class is: 1. (5) Reactant: [CH3:1][CH:2]([CH3:18])[CH2:3][N:4]1[C:16]2[C:15]3[N:14]=[CH:13][CH:12]=[CH:11][C:10]=3[N:9]=[C:8]([NH2:17])[C:7]=2[N:6]=[CH:5]1.[CH3:19][S:20]([OH:23])(=[O:22])=[O:21]. Product: [OH2:21].[CH3:19][S:20]([OH:23])(=[O:22])=[O:21].[CH3:1][CH:2]([CH3:18])[CH2:3][N:4]1[C:16]2[C:15]3[N:14]=[CH:13][CH:12]=[CH:11][C:10]=3[N:9]=[C:8]([NH2:17])[C:7]=2[N:6]=[CH:5]1. The catalyst class is: 657. (6) Reactant: Br[C:2]1[CH:7]=[C:6]([CH2:8][N:9]2[CH2:14][CH2:13][N:12]([CH2:15][CH2:16][O:17][Si:18]([C:21]([CH3:24])([CH3:23])[CH3:22])([CH3:20])[CH3:19])[CH2:11][CH2:10]2)[CH:5]=[CH:4][C:3]=1[NH2:25].[Li+].[Cl-].[CH3:28][C:29]1([CH3:44])[CH2:34][CH2:33][C:32](B2OC(C)(C)C(C)(C)O2)=[CH:31][CH2:30]1.C([O-])([O-])=O.[Na+].[Na+]. Product: [C:21]([Si:18]([CH3:20])([CH3:19])[O:17][CH2:16][CH2:15][N:12]1[CH2:13][CH2:14][N:9]([CH2:8][C:6]2[CH:5]=[CH:4][C:3]([NH2:25])=[C:2]([C:32]3[CH2:33][CH2:34][C:29]([CH3:44])([CH3:28])[CH2:30][CH:31]=3)[CH:7]=2)[CH2:10][CH2:11]1)([CH3:24])([CH3:23])[CH3:22]. The catalyst class is: 104. (7) Product: [N:18]1([C:6]2[CH:5]=[C:4]3[C:9]([C:10]([N:12]4[CH2:17][CH2:16][CH2:15][CH2:14][CH2:13]4)=[N:11][C:2]([C:25]#[N:24])=[N:3]3)=[CH:8][CH:7]=2)[CH2:23][CH2:22][O:21][CH2:20][CH2:19]1. Reactant: Cl[C:2]1[N:11]=[C:10]([N:12]2[CH2:17][CH2:16][CH2:15][CH2:14][CH2:13]2)[C:9]2[C:4](=[CH:5][C:6]([N:18]3[CH2:23][CH2:22][O:21][CH2:20][CH2:19]3)=[CH:7][CH:8]=2)[N:3]=1.[N:24]12CCN(CC1)C[CH2:25]2.[C-]#N.[Na+]. The catalyst class is: 16.